Dataset: Catalyst prediction with 721,799 reactions and 888 catalyst types from USPTO. Task: Predict which catalyst facilitates the given reaction. (1) Reactant: [H-].[Na+].N#N.[Br:5][C:6]1[CH:7]=[C:8]([SH:12])[CH:9]=[CH:10][CH:11]=1.Cl[CH2:14][C:15]1[N:16]=[C:17]([C:20]2[CH:25]=[CH:24][CH:23]=[CH:22][CH:21]=2)[S:18][CH:19]=1. Product: [Br:5][C:6]1[CH:7]=[C:8]([S:12][CH2:14][C:15]2[N:16]=[C:17]([C:20]3[CH:21]=[CH:22][CH:23]=[CH:24][CH:25]=3)[S:18][CH:19]=2)[CH:9]=[CH:10][CH:11]=1. The catalyst class is: 1. (2) Product: [NH2:1][C:2]1[C:7]([F:8])=[CH:6][N:5]([S:18]([C:15]2[CH:14]=[CH:13][C:12]([O:11][CH3:10])=[CH:17][CH:16]=2)(=[O:20])=[O:19])[C:4](=[O:9])[N:3]=1. Reactant: [NH2:1][C:2]1[C:7]([F:8])=[CH:6][N:5]=[C:4]([OH:9])[N:3]=1.[CH3:10][O:11][C:12]1[CH:17]=[CH:16][C:15]([S:18](Cl)(=[O:20])=[O:19])=[CH:14][CH:13]=1. The catalyst class is: 10. (3) Reactant: [Cl-].[Al+3].[Cl-].[Cl-].[C:5](Cl)(=[O:9])[CH2:6][CH:7]=[CH2:8].[Br:11][C:12]1[C:13]([CH3:19])=[C:14]([OH:18])[CH:15]=[CH:16][CH:17]=1.O. Product: [Br:11][C:12]1[CH:17]=[CH:16][C:15]([C:5](=[O:9])[CH2:6][CH:7]=[CH2:8])=[C:14]([OH:18])[C:13]=1[CH3:19]. The catalyst class is: 534. (4) Reactant: [H-].[Na+].[NH:3]1[C:11]2[C:6](=[CH:7][CH:8]=[CH:9][CH:10]=2)[C:5](C=O)=[CH:4]1.[Br:14][CH2:15][CH2:16][CH2:17]Br.Cl.CN([CH:23]=[O:24])C. The catalyst class is: 6. Product: [Br:14][CH2:15][CH2:16][CH2:17][N:3]1[C:11]2[C:6](=[CH:7][C:8]([CH:23]=[O:24])=[CH:9][CH:10]=2)[CH:5]=[CH:4]1. (5) Reactant: [N:1]([CH2:4][CH:5]1[C:13]2[C:8](=[CH:9][CH:10]=[CH:11][CH:12]=2)[C:7](=[C:14]2[C:22]3[C:17](=[CH:18][CH:19]=[CH:20][CH:21]=3)[NH:16][C:15]2=[O:23])[O:6]1)=[C:2]=[O:3].[NH4+:24].[OH-]. Product: [O:23]=[C:15]1[C:14](=[C:7]2[C:8]3[C:13](=[CH:12][CH:11]=[CH:10][CH:9]=3)[CH:5]([CH2:4][NH:1][C:2]([NH2:24])=[O:3])[O:6]2)[C:22]2[C:17](=[CH:18][CH:19]=[CH:20][CH:21]=2)[NH:16]1. The catalyst class is: 1. (6) Reactant: [CH2:1]([O:8][C@H:9]1[C@H:14]([O:15][CH2:16][C:17]2[CH:22]=[CH:21][CH:20]=[CH:19][CH:18]=2)[C@@H:13]([O:23][CH2:24][C:25]2[CH:30]=[CH:29][CH:28]=[CH:27][CH:26]=2)[C@@:12]([C:33]2[CH:38]=[CH:37][C:36]([Cl:39])=[C:35]([CH2:40][C:41]3[CH:46]=[CH:45][C:44]([O:47][CH2:48][CH3:49])=[C:43]([F:50])[CH:42]=3)[CH:34]=2)([O:31][CH3:32])[O:11][C@@H:10]1[CH2:51][O:52][Si](C(C)(C)C)(C)C)[C:2]1[CH:7]=[CH:6][CH:5]=[CH:4][CH:3]=1.C(Cl)(=O)C. Product: [CH2:1]([O:8][C@H:9]1[C@H:14]([O:15][CH2:16][C:17]2[CH:22]=[CH:21][CH:20]=[CH:19][CH:18]=2)[C@@H:13]([O:23][CH2:24][C:25]2[CH:30]=[CH:29][CH:28]=[CH:27][CH:26]=2)[C@@:12]([C:33]2[CH:38]=[CH:37][C:36]([Cl:39])=[C:35]([CH2:40][C:41]3[CH:46]=[CH:45][C:44]([O:47][CH2:48][CH3:49])=[C:43]([F:50])[CH:42]=3)[CH:34]=2)([O:31][CH3:32])[O:11][C@@H:10]1[CH2:51][OH:52])[C:2]1[CH:7]=[CH:6][CH:5]=[CH:4][CH:3]=1. The catalyst class is: 5.